From a dataset of Plasma protein binding rate (PPBR) regression data from AstraZeneca. Regression/Classification. Given a drug SMILES string, predict its absorption, distribution, metabolism, or excretion properties. Task type varies by dataset: regression for continuous measurements (e.g., permeability, clearance, half-life) or binary classification for categorical outcomes (e.g., BBB penetration, CYP inhibition). For this dataset (ppbr_az), we predict Y. The Y is 91.3 %. The drug is COCCN(c1cccnc1)P(=O)(c1ccccc1)c1ccccc1.